From a dataset of Reaction yield outcomes from USPTO patents with 853,638 reactions. Predict the reaction yield, written as a fraction of the theoretical maximum amount of product (1.0 means a 100% yield; for example, 0.34 means a 34% yield). (1) The reactants are Br[C:2]1[N:7]=[C:6]([NH:8][CH2:9][CH2:10][N:11]2[CH2:16][CH2:15][O:14][CH2:13][CH2:12]2)[C:5]([NH2:17])=[N:4][CH:3]=1.BrC1N=[C:21](N)[C:22](N)=NC=1.[O:27]1CCN(CCN)C[CH2:28]1.C(N(C(C)C)CC)(C)C.[CH2:45]([OH:49])[CH2:46][CH2:47][CH3:48]. No catalyst specified. The product is [OH:49][C:45]1[CH:22]=[CH:21][C:48]([C:2]2[N:7]=[C:6]3[N:8]([CH2:9][CH2:10][N:11]4[CH2:16][CH2:15][O:14][CH2:13][CH2:12]4)[C:28](=[O:27])[NH:17][C:5]3=[N:4][CH:3]=2)=[CH:47][CH:46]=1. The yield is 0.880. (2) The reactants are C([O:4][C:5]1[CH:10]=[C:9]([N+:11]([O-:13])=[O:12])[CH:8]=[CH:7][C:6]=1[CH2:14]Br)(=O)C.C([O-])([O-])=[O:17].[Ca+2]. The catalyst is O1CCOCC1.O. The product is [OH:4][C:5]1[CH:10]=[C:9]([N+:11]([O-:13])=[O:12])[CH:8]=[CH:7][C:6]=1[CH2:14][OH:17]. The yield is 0.819. (3) The product is [NH2:1][C:2]1[N:7]=[CH:6][C:5](/[CH:8]=[CH:9]/[C:10]([N:12]([CH2:14][C:15]2[C:23]3[C:18](=[C:19]([C:24]([OH:26])=[O:25])[CH:20]=[CH:21][CH:22]=3)[N:17]([CH3:28])[CH:16]=2)[CH3:13])=[O:11])=[CH:4][CH:3]=1. The yield is 0.350. The catalyst is CO.O. The reactants are [NH2:1][C:2]1[N:7]=[CH:6][C:5](/[CH:8]=[CH:9]/[C:10]([N:12]([CH2:14][C:15]2[C:23]3[C:18](=[C:19]([C:24]([O:26]C)=[O:25])[CH:20]=[CH:21][CH:22]=3)[N:17]([CH3:28])[CH:16]=2)[CH3:13])=[O:11])=[CH:4][CH:3]=1.O1CCCC1.[Li+].[OH-]. (4) The reactants are [Br:1][C:2]1[CH:3]=[C:4]([OH:8])[CH:5]=[CH:6][CH:7]=1.Cl[CH2:10][CH2:11][N:12]1[CH2:16][CH2:15][CH2:14][CH2:13]1.C(=O)([O-])[O-].[K+].[K+]. The catalyst is CN(C=O)C. The product is [Br:1][C:2]1[CH:3]=[C:4]([CH:5]=[CH:6][CH:7]=1)[O:8][CH2:10][CH2:11][N:12]1[CH2:16][CH2:15][CH2:14][CH2:13]1. The yield is 0.430. (5) The yield is 0.400. The catalyst is CO. The reactants are [C:1]([O:5][C:6](=[O:27])[N:7]([C:19]1[CH:24]=[CH:23][C:22]([CH:25]=[O:26])=[CH:21][N:20]=1)[CH2:8][C:9]1[CH:14]=[CH:13][C:12]([C:15]([F:18])([F:17])[F:16])=[CH:11][CH:10]=1)([CH3:4])([CH3:3])[CH3:2].[N:28]1([CH2:34][CH2:35][O:36][C:37]2[CH:38]=[C:39]3[CH:45]=[CH:44][NH:43][C:40]3=[N:41][CH:42]=2)[CH2:33][CH2:32][O:31][CH2:30][CH2:29]1.[OH-].[K+]. The product is [C:1]([O:5][C:6](=[O:27])[N:7]([C:19]1[CH:24]=[CH:23][C:22]([CH:25]([OH:26])[C:45]2[C:39]3[C:40](=[N:41][CH:42]=[C:37]([O:36][CH2:35][CH2:34][N:28]4[CH2:33][CH2:32][O:31][CH2:30][CH2:29]4)[CH:38]=3)[NH:43][CH:44]=2)=[CH:21][N:20]=1)[CH2:8][C:9]1[CH:10]=[CH:11][C:12]([C:15]([F:16])([F:17])[F:18])=[CH:13][CH:14]=1)([CH3:4])([CH3:2])[CH3:3]. (6) The reactants are [CH3:1][C:2]1[O:6][N:5]=[C:4]([C:7]2[CH:12]=[CH:11][CH:10]=[CH:9][CH:8]=2)[C:3]=1[CH2:13][O:14][C:15]1[N:20]=[CH:19][C:18]([NH2:21])=[CH:17][CH:16]=1.C(N(CC)CC)C.[C:29](Cl)(=[O:31])[CH3:30]. The catalyst is C1COCC1. The product is [CH3:1][C:2]1[O:6][N:5]=[C:4]([C:7]2[CH:12]=[CH:11][CH:10]=[CH:9][CH:8]=2)[C:3]=1[CH2:13][O:14][C:15]1[N:20]=[CH:19][C:18]([NH:21][C:29](=[O:31])[CH3:30])=[CH:17][CH:16]=1. The yield is 0.840.